From a dataset of Forward reaction prediction with 1.9M reactions from USPTO patents (1976-2016). Predict the product of the given reaction. (1) Given the reactants [BH4-].[Na+].Br.[Br:4][C:5]1[S:13][C:8]2[CH2:9][NH:10][CH2:11][CH2:12][C:7]=2[CH:6]=1.[C:14](O)(=O)[CH3:15], predict the reaction product. The product is: [Br:4][C:5]1[S:13][C:8]2[CH2:9][N:10]([CH2:14][CH3:15])[CH2:11][CH2:12][C:7]=2[CH:6]=1. (2) Given the reactants [N:1]1[CH:6]=[CH:5][CH:4]=[CH:3][C:2]=1[C:7]1[CH:8]=[N:9][C:10]([NH:13][C:14](=[O:24])[CH2:15][C:16]2[CH:17]=[N:18][C:19](Cl)=[C:20]([CH3:22])[CH:21]=2)=[CH:11][CH:12]=1.[CH3:25][C:26]1[CH:31]=[C:30]([Sn](CCCC)(CCCC)CCCC)[CH:29]=[CH:28][N:27]=1, predict the reaction product. The product is: [N:1]1[CH:6]=[CH:5][CH:4]=[CH:3][C:2]=1[C:7]1[CH:8]=[N:9][C:10]([NH:13][C:14](=[O:24])[CH2:15][C:16]2[CH:21]=[C:20]([CH3:22])[C:19]([C:30]3[CH:29]=[CH:28][N:27]=[C:26]([CH3:25])[CH:31]=3)=[N:18][CH:17]=2)=[CH:11][CH:12]=1.